The task is: Predict the reactants needed to synthesize the given product.. This data is from Full USPTO retrosynthesis dataset with 1.9M reactions from patents (1976-2016). Given the product [CH3:10][C:11]1[CH:12]=[N+:13]([O-:18])[CH:14]=[C:15]([CH3:17])[C:16]=1[N+:1]([O-:4])=[O:2], predict the reactants needed to synthesize it. The reactants are: [N+:1]([O-:4])(O)=[O:2].S(=O)(=O)(O)O.[CH3:10][C:11]1[CH:12]=[N+:13]([O-:18])[CH:14]=[C:15]([CH3:17])[CH:16]=1.